Dataset: Forward reaction prediction with 1.9M reactions from USPTO patents (1976-2016). Task: Predict the product of the given reaction. Given the reactants [NH2:1][CH2:2][C:3]1([OH:26])[CH2:8][CH2:7][N:6]([CH2:9][C:10]2[CH:15]=[C:14]([Br:16])[CH:13]=[CH:12][C:11]=2[O:17][CH2:18][C:19]2[CH:24]=[CH:23][C:22]([Cl:25])=[CH:21][CH:20]=2)[CH2:5][CH2:4]1.[F:27][C:28]1[CH:36]=[CH:35][CH:34]=[C:33]([F:37])[C:29]=1[C:30]([OH:32])=O.[CH3:38][CH2:39][N:40](CC)CC.CN(C([O:52]N1N=NC2C=CC=NC1=2)=[N+](C)C)C.F[P-](F)(F)(F)(F)F, predict the reaction product. The product is: [Br:16][C:14]1[CH:13]=[CH:12][C:11]([O:17][CH2:18][C:19]2[CH:20]=[CH:21][C:22]([Cl:25])=[CH:23][CH:24]=2)=[C:10]([CH2:9][N:6]2[CH2:7][CH2:8][C:3]([CH2:2][NH:1][C:38](=[O:52])[CH2:39][NH:40][C:30](=[O:32])[C:29]3[C:33]([F:37])=[CH:34][CH:35]=[CH:36][C:28]=3[F:27])([OH:26])[CH2:4][CH2:5]2)[CH:15]=1.